Dataset: Experimentally validated miRNA-target interactions with 360,000+ pairs, plus equal number of negative samples. Task: Binary Classification. Given a miRNA mature sequence and a target amino acid sequence, predict their likelihood of interaction. (1) The miRNA is hsa-miR-6499-5p with sequence UCGGGCGCAAGAGCACUGCAGU. The protein sequence of the target gene is MASEVVCGLIFRLLLPICLAVACAFRYNGLSFVYLIYLLLIPLFSEPTKATMQGHTGRLLQSLCITSLSFLLLHIIFHITLASLEAQHRITPAYNCSTWEKTFRQIGFESLKGADAGNGIRVFVPDIGMFIASLTIWLVCRTIVKKPDTEEIAQLNSECENEELAGGEKMDSEEALIYEEDLDGEEGMEGELEESTKLKILRRFASVASKLKEFIGNMITTAGKVVVTILLGSSGMMLPSLTSAVYFFVFLGLCTWWSWCRTFDPLLFGCLCVLLAIFTAGHLIGLYLYQFQFFQEAVPP.... Result: 0 (no interaction). (2) The miRNA is mmu-miR-181c-3p with sequence ACCAUCGACCGUUGAGUGGACC. The protein sequence of the target gene is MVSKALLRLVSAVNRRRMKLLLGIALLAYVASVWGNFVNMRSIQENGELKIESKIEEMVEPLREKIRDLEKSFTQKYPPVKFLSEKDRKRILITGGAGFVGSHLTDKLMMDGHEVTVVDNFFTGRKRNVEHWIGHENFELINHDVVEPLYIEVDQIYHLASPASPPNYMYNPIKTLKTNTIGTLNMLGLAKRVGARLLLASTSEVYGDPEVHPQSEDYWGHVNPIGPRACYDEGKRVAETMCYAYMKQEGVEVRVARIFNTFGPRMHMNDGRVVSNFILQALQGEPLTVYGSGSQTRAFQ.... Result: 0 (no interaction). (3) The miRNA is hsa-miR-6807-3p with sequence CACUGCAUUCCUGCUUGGCCCAG. The protein sequence of the target gene is MKPLVAFLVVLSIFGIQSQAEEIFNIFVPSKNGGNIQETVTIDNQQNTATINIHSGSCSSTTIFDYKHGYIASRVLSRRACYVIKMDHKAIPALDKLQRFLYEKQTMNAIDSPEYTWVRYNPLKSLITKVDWFLFGSPIRQLCKHMPLYEGEVATKPKEVSTGACAKVGLLGILGVSICGGIHL. Result: 0 (no interaction). (4) Result: 0 (no interaction). The protein sequence of the target gene is MAVDITLLFRASVKTVKTRNKALGVAVGGGVDGSRDELFRRSPRPKGDFSSRAREVISHIGKLRDFLLEHRKDYINAYSHTMSEYGRMTDTERDQIDQDAQIFMRTCSEAIQQLRTEAHKEIHSQQVKEHRTAVLDFIEDYLKRVCKLYSEQRAIRVKRVVDKKRLSKLEPEPNTKTRESTSSEKVSQSPSKDSEENPATEERPEKILAETQPELGTWGDGKGEDELSPEEIQMFEQENQRLIGEMNSLFDEVRQIEGRVVEISRLQEIFTEKVLQQEAEIDSIHQLVVGATENIKEGNE.... The miRNA is hsa-miR-6850-5p with sequence GUGCGGAACGCUGGCCGGGGCG. (5) The miRNA is hsa-miR-3120-5p with sequence CCUGUCUGUGCCUGCUGUACA. The protein sequence of the target gene is MERARPEPPPQPRPLRPAPPPLPVEGTSFWAAAMEPPPSSPTLSAAASATLASSCGEAVASGLQPAVRRLLQVKPEQVLLLPQPQAQNEEAAASSAQARLLQFRPDLRLLQPPTASDGATSRPELHPVQPLALHVKAKKQKLGPSLDQSVGPRGAVETGPRASRVVKLEGPGPALGYFRGDEKGKLEAEEVMRDSMQGGAGKSPAAIREGVIKTEEPERLLEDCRLGAEPASNGLVHGSAEVILAPTSGAFGPHQQDLRIPLTLHTVPPGARIQFQGAPPSELIRLTKVPLTPVPTKMQS.... Result: 0 (no interaction). (6) The miRNA is hsa-miR-4664-5p with sequence UGGGGUGCCCACUCCGCAAGUU. The protein sequence of the target gene is MSEFWHKLGCCVVEKPQPKKKRRRIDRTMIGEPMNFVHLTHIGSGEMGAGDGLAMTGAVQEQMRSKGNHRDRPWSNSRAL. Result: 0 (no interaction). (7) The miRNA is hsa-miR-6744-5p with sequence UGGAUGACAGUGGAGGCCU. The protein sequence of the target gene is MAPSRKFFVGGNWKMNGRKQSLGELIGTLNAAKVPADTEVVCAPPTAYIDFARQKLDPKIAVAAQNCYKVTNGAFTGEISPGMIKDCGATWVVLGHSERRHVFGESDELIGQKVAHALAEGLGVIACIGEKLDEREAGITEKVVFEQTKVIADNVKDWSKVVLAYEPVWAIGTGKTATPQQAQEVHEKLRGWLKSNVSDAVAQSTRIIYGGSVTGATCKELASQPDVDGFLVGGASLKPEFVDIINAKQ. Result: 1 (interaction). (8) The miRNA is mmu-miR-6964-3p with sequence UUUCUUGUCUUCCACUCUAG. The protein sequence of the target gene is MKLAAMIKKMCPSDSELSIPAKNCYRMVILGSSKVGKTAIVSRFLTGRFEDAYTPTIEDFHRKFYSIRGEVYQLDILDTSGNHPFPAMRRLSILTGDVFILVFSLDNRDSFEEVQRLKQQILDTKSCLKNKTKENVDVPLVICGNKGDRDFYREVEQREIEQLVGDDPQRCAYFEISAKKNSSLDQMFRALFAMAKLPSEMSPDLHRKVSVQYCDVLHKKALRNKKLLRAGSGGGGDHGDAFGILAPFARRPSVHSDLMYIREKTSVSSQAKDKERCVIS. Result: 0 (no interaction). (9) The miRNA is hsa-miR-514a-5p with sequence UACUCUGGAGAGUGACAAUCAUG. The protein sequence of the target gene is MPRLLAPLLCLTLLPALAARGLRCSQPSGTCLNGGRCEVANGTEACVCSGAFVGQRCQDPSPCLSTPCKNAGTCYVVDHGGIVDYACSCPLGFSGPLCLTPLANACLANPCRNGGTCDLLTLTEYKCRCPPGWSGKSCQQADPCASNPCANGGQCLPFESSYICGCPPGFHGPTCRQDVNECSQNPGLCRHGGTCHNEIGSYRCACRATHTGPHCELPYVPCSPSPCQNGGTCRPTGDTTHECACLPGFAGQNCEENVDDCPGNNCKNGGACVDGVNTYNCRCPPEWTGQYCTEDVDECQ.... Result: 0 (no interaction).